This data is from Forward reaction prediction with 1.9M reactions from USPTO patents (1976-2016). The task is: Predict the product of the given reaction. (1) Given the reactants [NH2:1][C:2]1[C:10]2[C:9]([C:11]3[CH:16]=[CH:15][CH:14]=[C:13]([Cl:17])[CH:12]=3)=[N:8][C:7](S(C)=O)=[N:6][C:5]=2[S:4][C:3]=1[C:21]([NH2:23])=[O:22].[OH:24][CH2:25][C:26]([NH2:28])=[O:27].C(=O)([O-])[O-].[K+].[K+], predict the reaction product. The product is: [NH2:1][C:2]1[C:10]2[C:9]([C:11]3[CH:16]=[CH:15][CH:14]=[C:13]([Cl:17])[CH:12]=3)=[N:8][C:7]([O:24][CH2:25][C:26](=[O:27])[NH2:28])=[N:6][C:5]=2[S:4][C:3]=1[C:21]([NH2:23])=[O:22]. (2) Given the reactants C(=O)([O-])[O-].[K+].[K+].[Br:7][C:8]1[CH:9]=[C:10]([CH:13]=[CH:14][C:15]=1[OH:16])[C:11]#[N:12].I[CH2:18][CH3:19].O, predict the reaction product. The product is: [Br:7][C:8]1[CH:9]=[C:10]([CH:13]=[CH:14][C:15]=1[O:16][CH2:18][CH3:19])[C:11]#[N:12]. (3) Given the reactants F[C:2]1[CH:9]=[CH:8][C:5]([CH:6]=[O:7])=[CH:4][CH:3]=1.[Br:10][C:11]1[CH:16]=[CH:15][C:14]([F:17])=[CH:13][C:12]=1[OH:18].C([O-])([O-])=O.[Cs+].[Cs+].Cl, predict the reaction product. The product is: [Br:10][C:11]1[CH:16]=[CH:15][C:14]([F:17])=[CH:13][C:12]=1[O:18][C:2]1[CH:9]=[CH:8][C:5]([CH:6]=[O:7])=[CH:4][CH:3]=1. (4) Given the reactants [CH3:1][C:2]1[CH:3]=[CH:4][C:5]([S:9][C:10]2[CH:11]=[CH:12][CH:13]=[CH:14][C:15]=2[N:16]2[CH2:21][CH2:20][NH:19][CH2:18][CH2:17]2)=[C:6]([CH3:8])[CH:7]=1.[O:22]=[C:23]([CH2:27][CH2:28][C:29]([OH:31])=[O:30])[C:24]([OH:26])=[O:25], predict the reaction product. The product is: [CH3:1][C:2]1[CH:3]=[CH:4][C:5]([S:9][C:10]2[CH:11]=[CH:12][CH:13]=[CH:14][C:15]=2[N:16]2[CH2:17][CH2:18][NH:19][CH2:20][CH2:21]2)=[C:6]([CH3:8])[CH:7]=1.[O:22]=[C:23]([CH2:27][CH2:28][C:29]([O-:31])=[O:30])[C:24]([O-:26])=[O:25]. (5) The product is: [CH3:1][N:2]1[C:10]2[C:5](=[CH:6][CH:7]=[CH:8][CH:9]=2)[CH:4]=[C:3]1[C:11]([NH:34][C:31]1[CH:30]=[CH:29][C:28]([B:23]2[O:24][C:25]([CH3:27])([CH3:26])[C:21]([CH3:35])([CH3:20])[O:22]2)=[CH:33][CH:32]=1)=[O:13]. Given the reactants [CH3:1][N:2]1[C:10]2[C:5](=[CH:6][CH:7]=[CH:8][CH:9]=2)[CH:4]=[C:3]1[C:11]([OH:13])=O.C(Cl)(=O)C(Cl)=O.[CH3:20][C:21]1([CH3:35])[C:25]([CH3:27])([CH3:26])[O:24][B:23]([C:28]2[CH:33]=[CH:32][C:31]([NH2:34])=[CH:30][CH:29]=2)[O:22]1.C(N(CC)C(C)C)(C)C, predict the reaction product. (6) Given the reactants [Cl:1][C:2]1[CH:8]=[C:7]([O:9][C:10]2[C:19]3[C:14](=[CH:15][C:16]([O:22][CH3:23])=[C:17]([O:20][CH3:21])[CH:18]=3)[N:13]=[CH:12][N:11]=2)[CH:6]=[CH:5][C:3]=1[NH2:4].C1(C)C=CC=CC=1.C(N(CC)CC)C.Cl[C:39](Cl)([O:41][C:42](=[O:48])OC(Cl)(Cl)Cl)Cl.[CH3:50][C:51]1[CH:56]=[CH:55][C:54]([S:57][CH2:58][CH2:59]CO)=[CH:53][CH:52]=1, predict the reaction product. The product is: [Cl:1][C:2]1[CH:8]=[C:7]([O:9][C:10]2[C:19]3[C:14](=[CH:15][C:16]([O:22][CH3:23])=[C:17]([O:20][CH3:21])[CH:18]=3)[N:13]=[CH:12][N:11]=2)[CH:6]=[CH:5][C:3]=1[NH:4][C:42](=[O:48])[O:41][CH2:39][CH2:59][CH2:58][S:57][C:54]1[CH:55]=[CH:56][C:51]([CH3:50])=[CH:52][CH:53]=1. (7) Given the reactants [CH2:1]([O:8][C:9]([NH:11][C:12]1[C:13](=[O:45])[N:14]([CH2:18][C:19]([NH:21][CH:22]([C:31](=[O:44])[CH2:32][O:33][C:34](=[O:43])[C:35]2[C:40]([Cl:41])=[CH:39][CH:38]=[CH:37][C:36]=2[Cl:42])[CH2:23][C:24]([O:26]C(C)(C)C)=[O:25])=[O:20])[CH:15]=[CH:16][CH:17]=1)=[O:10])[C:2]1[CH:7]=[CH:6][CH:5]=[CH:4][CH:3]=1.FC(F)(F)C(O)=O, predict the reaction product. The product is: [CH2:1]([O:8][C:9]([NH:11][C:12]1[C:13](=[O:45])[N:14]([CH2:18][C:19]([NH:21][CH:22]([C:31](=[O:44])[CH2:32][O:33][C:34](=[O:43])[C:35]2[C:40]([Cl:41])=[CH:39][CH:38]=[CH:37][C:36]=2[Cl:42])[CH2:23][C:24]([OH:26])=[O:25])=[O:20])[CH:15]=[CH:16][CH:17]=1)=[O:10])[C:2]1[CH:7]=[CH:6][CH:5]=[CH:4][CH:3]=1. (8) Given the reactants [Cl:1][C:2]1[CH:7]=[CH:6][C:5]([C:8]2[CH:13]=[CH:12][N:11]3[N:14]=[CH:15][C:16]([C:17]#[CH:18])=[C:10]3[N:9]=2)=[CH:4][CH:3]=1.[OH:19][CH2:20][C:21]([NH:24][S:25]([C:28]1[CH:29]=[N:30][CH:31]=[C:32](Br)[CH:33]=1)(=[O:27])=[O:26])([CH3:23])[CH3:22], predict the reaction product. The product is: [OH:19][CH2:20][C:21]([NH:24][S:25]([C:28]1[CH:29]=[N:30][CH:31]=[C:32]([C:18]#[C:17][C:16]2[CH:15]=[N:14][N:11]3[CH:12]=[CH:13][C:8]([C:5]4[CH:4]=[CH:3][C:2]([Cl:1])=[CH:7][CH:6]=4)=[N:9][C:10]=23)[CH:33]=1)(=[O:27])=[O:26])([CH3:23])[CH3:22]. (9) Given the reactants [CH2:1]([C:5]1[C:10]([O:11][CH3:12])=[C:9]([O:13][CH3:14])[C:8]([O:15][CH3:16])=[CH:7][C:6]=1[OH:17])[CH:2]([CH3:4])[CH3:3].B(F)(F)F.[CH3:22][CH2:23][O:24]CC.C(Cl)(=O)C, predict the reaction product. The product is: [OH:17][C:6]1[C:5]([CH2:1][CH:2]([CH3:4])[CH3:3])=[C:10]([O:11][CH3:12])[C:9]([O:13][CH3:14])=[C:8]([O:15][CH3:16])[C:7]=1[C:23](=[O:24])[CH3:22]. (10) Given the reactants [F:1][C:2](=[C:16]([F:18])[F:17])[CH2:3][CH2:4][S:5]([C:7]1[S:8][C:9]2[CH:14]=[CH:13][N:12]=[CH:11][C:10]=2[N:15]=1)=[O:6].ClC1C=CC=C(C(OO)=[O:27])C=1, predict the reaction product. The product is: [F:1][C:2](=[C:16]([F:17])[F:18])[CH2:3][CH2:4][S:5]([C:7]1[S:8][C:9]2[CH:14]=[CH:13][N:12]=[CH:11][C:10]=2[N:15]=1)(=[O:27])=[O:6].